From a dataset of Forward reaction prediction with 1.9M reactions from USPTO patents (1976-2016). Predict the product of the given reaction. Given the reactants [Br:1][C:2]1[N:3]([CH2:10][CH:11]([CH2:21][O:22][Si](C(C)(C)C)(C)C)[CH2:12][O:13][Si](C(C)(C)C)(C)C)[CH:4]=[C:5]([N+:7]([O-:9])=[O:8])[N:6]=1.Cl.C(=O)=O.CC(C)=O.N, predict the reaction product. The product is: [Br:1][C:2]1[N:3]([CH2:10][CH:11]([CH2:21][OH:22])[CH2:12][OH:13])[CH:4]=[C:5]([N+:7]([O-:9])=[O:8])[N:6]=1.